The task is: Predict the product of the given reaction.. This data is from Forward reaction prediction with 1.9M reactions from USPTO patents (1976-2016). (1) Given the reactants [CH2:1]([C:3]1[CH:9]=[C:8]([CH2:10][CH3:11])[C:7]([S:12][CH2:13][C:14]([F:17])([F:16])[F:15])=[CH:6][C:4]=1[NH2:5])[CH3:2].C(O)(=[O:20])C.[C:22](/[C:24](=[C:33](/OCC)\[CH3:34])/[C:25]([NH:27][C:28](=O)[O:29]CC)=[O:26])#[N:23], predict the reaction product. The product is: [CH2:1]([C:3]1[CH:9]=[C:8]([CH2:10][CH3:11])[C:7]([S:12]([CH2:13][C:14]([F:15])([F:17])[F:16])=[O:20])=[CH:6][C:4]=1[N:5]1[C:33]([CH3:34])=[C:24]([C:22]#[N:23])[C:25](=[O:26])[NH:27][C:28]1=[O:29])[CH3:2]. (2) Given the reactants [Na].[F:2][C:3]([F:7])([F:6])[CH2:4][OH:5].[F:8][C:9]([F:29])([F:28])[O:10][C:11]1[CH:16]=[CH:15][C:14]([N:17]2[CH2:21][CH:20]3[CH2:22][C:23]4([CH2:26][CH:19]3[C:18]2=[O:27])[CH2:25][O:24]4)=[CH:13][CH:12]=1, predict the reaction product. The product is: [OH:24][C:23]1([CH2:25][O:5][CH2:4][C:3]([F:7])([F:6])[F:2])[CH2:26][CH:19]2[C:18](=[O:27])[N:17]([C:14]3[CH:13]=[CH:12][C:11]([O:10][C:9]([F:8])([F:28])[F:29])=[CH:16][CH:15]=3)[CH2:21][CH:20]2[CH2:22]1. (3) Given the reactants [CH2:1]([O:3][C:4](=[O:15])[CH2:5][CH2:6][NH:7][CH:8]1[CH2:13][CH:12]2[CH2:14][CH:9]1[CH2:10][CH2:11]2)[CH3:2].[CH2:16]([O:18][C:19]([C:21]1[C:22](Cl)=[N:23][C:24]([S:27][CH3:28])=[N:25][CH:26]=1)=[O:20])[CH3:17].C(N(CC)CC)C.O, predict the reaction product. The product is: [CH2:16]([O:18][C:19]([C:21]1[C:22]([N:7]([CH:8]2[CH2:13][CH:12]3[CH2:14][CH:9]2[CH2:10][CH2:11]3)[CH2:6][CH2:5][C:4]([O:3][CH2:1][CH3:2])=[O:15])=[N:23][C:24]([S:27][CH3:28])=[N:25][CH:26]=1)=[O:20])[CH3:17]. (4) Given the reactants [OH:1][C@@H:2]([C:4]1[CH:13]=[CH:12][C:7]([C:8]([O:10][CH3:11])=[O:9])=[CH:6][CH:5]=1)[CH3:3].[C:14]1(O)[CH:19]=[CH:18][CH:17]=[CH:16][CH:15]=1.C1(P(C2C=CC=CC=2)C2C=CC=CC=2)C=CC=CC=1.N(C(OC(C)C)=O)=NC(OC(C)C)=O, predict the reaction product. The product is: [O:1]([C@H:2]([C:4]1[CH:13]=[CH:12][C:7]([C:8]([O:10][CH3:11])=[O:9])=[CH:6][CH:5]=1)[CH3:3])[C:14]1[CH:19]=[CH:18][CH:17]=[CH:16][CH:15]=1. (5) Given the reactants [CH3:1][C:2]1[CH:39]=[C:38]([CH3:40])[CH:37]=[C:36]([CH3:41])[C:3]=1[CH2:4][N:5]1[CH:9]=[CH:8][N:7]=[C:6]1[C:10]1[CH:15]=[CH:14][C:13]([NH:16][C:17]2[CH:26]=[CH:25][C:24]3[C:19](=[CH:20][CH:21]=[CH:22][CH:23]=3)[C:18]=2[NH:27][C:28](=[O:35])[CH2:29][C:30]([O:32]CC)=O)=[CH:12][CH:11]=1.[N+](C1C=CC(C2NC=CN=2)=CC=1)([O-])=O.CC1C=C(C)C=C(C)C=1CCl.ClC1C=CC(CN2C=CN=C2C2C=CC(NC3C=CC4C(=CC=CC=4)C=3[N+]([O-])=O)=CC=2)=CC=1.ClC1C=CC(CN2C=CN=C2C2C=CC(NC3C=CC4C(=CC=CC=4)C=3NC(=O)CC(OCC)=O)=CC=2)=CC=1.Cl.ClC1C=CC(CN2C=CN=C2C2C=CC(N3C(=O)CC(=O)NC4C5C(C=CC3=4)=CC=CC=5)=CC=2)=CC=1, predict the reaction product. The product is: [CH3:1][C:2]1[CH:39]=[C:38]([CH3:40])[CH:37]=[C:36]([CH3:41])[C:3]=1[CH2:4][N:5]1[CH:9]=[CH:8][N:7]=[C:6]1[C:10]1[CH:11]=[CH:12][C:13]([N:16]2[C:30](=[O:32])[CH2:29][C:28](=[O:35])[NH:27][C:18]3[C:19]4[C:24]([CH:25]=[CH:26][C:17]2=3)=[CH:23][CH:22]=[CH:21][CH:20]=4)=[CH:14][CH:15]=1. (6) Given the reactants FC(F)(F)C([O-])=O.[C:8]([C:11]1[C:12]([NH:25][C:26]2[CH:31]=[CH:30][C:29]([S:32]([C:35]([F:38])([F:37])[F:36])(=[O:34])=[O:33])=[CH:28][CH:27]=2)=[N:13][N:14]([C:16]2([CH2:22][C:23]#[N:24])[CH2:21][CH2:20][NH2+:19][CH2:18][CH2:17]2)[CH:15]=1)(=[O:10])[NH2:9].CCN(C(C)C)C(C)C.Cl[C:49]([O:51][CH3:52])=[O:50], predict the reaction product. The product is: [C:8]([C:11]1[C:12]([NH:25][C:26]2[CH:31]=[CH:30][C:29]([S:32]([C:35]([F:38])([F:36])[F:37])(=[O:33])=[O:34])=[CH:28][CH:27]=2)=[N:13][N:14]([C:16]2([CH2:22][C:23]#[N:24])[CH2:21][CH2:20][N:19]([C:49]([O:51][CH3:52])=[O:50])[CH2:18][CH2:17]2)[CH:15]=1)(=[O:10])[NH2:9]. (7) Given the reactants [CH2:1]([N:3]1[C:11]2[C:6](=[CH:7][CH:8]=[C:9]([CH:12]=O)[CH:10]=2)[CH:5]=[CH:4]1)[CH3:2].[CH2:14]([O:16][C:17]([CH:19]1[CH2:24][CH2:23][N:22]([C:25]2[CH2:39][C:28]3([CH2:31][N:30](C(OC(C)(C)C)=O)[CH2:29]3)[O:27][N:26]=2)[CH2:21][CH2:20]1)=[O:18])[CH3:15], predict the reaction product. The product is: [CH2:1]([N:3]1[C:11]2[C:6](=[CH:7][CH:8]=[C:9]([CH2:12][N:30]3[CH2:29][C:28]4([CH2:39][C:25]([N:22]5[CH2:23][CH2:24][CH:19]([C:17]([O:16][CH2:14][CH3:15])=[O:18])[CH2:20][CH2:21]5)=[N:26][O:27]4)[CH2:31]3)[CH:10]=2)[CH:5]=[CH:4]1)[CH3:2]. (8) Given the reactants C(OC([N:11]1[CH2:16][CH2:15][CH:14]([CH:17]([C:19]2[N:23]3[N:24]=[C:25]([CH3:28])[CH:26]=[CH:27][C:22]3=[C:21]([C:29]([O:31][CH2:32][CH3:33])=[O:30])[C:20]=2[CH3:34])[CH3:18])[CH2:13][CH2:12]1)=O)C1C=CC=CC=1, predict the reaction product. The product is: [CH3:28][C:25]1[CH:26]=[CH:27][C:22]2[N:23]([C:19]([CH:17]([CH:14]3[CH2:15][CH2:16][NH:11][CH2:12][CH2:13]3)[CH3:18])=[C:20]([CH3:34])[C:21]=2[C:29]([O:31][CH2:32][CH3:33])=[O:30])[N:24]=1.